Task: Regression. Given a peptide amino acid sequence and an MHC pseudo amino acid sequence, predict their binding affinity value. This is MHC class II binding data.. Dataset: Peptide-MHC class II binding affinity with 134,281 pairs from IEDB (1) The peptide sequence is GQEDEAESD. The MHC is HLA-DQA10501-DQB10201 with pseudo-sequence HLA-DQA10501-DQB10201. The binding affinity (normalized) is 0.0594. (2) The peptide sequence is GAATAGTTVYGAFAA. The MHC is HLA-DQA10501-DQB10301 with pseudo-sequence HLA-DQA10501-DQB10301. The binding affinity (normalized) is 0.646. (3) The peptide sequence is KLIGGIGGFIKVRQYDQILI. The MHC is DRB1_0301 with pseudo-sequence DRB1_0301. The binding affinity (normalized) is 0.221. (4) The peptide sequence is VWREMHHLVEFEPPH. The MHC is DRB3_0301 with pseudo-sequence DRB3_0301. The binding affinity (normalized) is 0.412. (5) The peptide sequence is RQEKWMTGRMGERQL. The MHC is DRB1_0801 with pseudo-sequence DRB1_0801. The binding affinity (normalized) is 0.382. (6) The peptide sequence is LPVWLSYKVASAGIS. The MHC is DRB1_0802 with pseudo-sequence DRB1_0802. The binding affinity (normalized) is 0.190. (7) The peptide sequence is QKLMEDINVGFKAAV. The MHC is DRB4_0101 with pseudo-sequence DRB4_0103. The binding affinity (normalized) is 0.593. (8) The peptide sequence is AEFLENFVRSSNLKF. The MHC is HLA-DQA10101-DQB10501 with pseudo-sequence HLA-DQA10101-DQB10501. The binding affinity (normalized) is 0.412. (9) The peptide sequence is RMLEPTRVVNWEVII. The MHC is DRB1_1301 with pseudo-sequence DRB1_1301. The binding affinity (normalized) is 0.430.